This data is from Carcinogenicity classification data from Lagunin et al.. The task is: Regression/Classification. Given a drug SMILES string, predict its toxicity properties. Task type varies by dataset: regression for continuous values (e.g., LD50, hERG inhibition percentage) or binary classification for toxic/non-toxic outcomes (e.g., AMES mutagenicity, cardiotoxicity, hepatotoxicity). Dataset: carcinogens_lagunin. The compound is CC(=O)c1cc2ccccc2oc1=O. The result is 0 (non-carcinogenic).